Dataset: Reaction yield outcomes from USPTO patents with 853,638 reactions. Task: Predict the reaction yield, written as a fraction of the theoretical maximum amount of product (1.0 means a 100% yield; for example, 0.34 means a 34% yield). (1) The reactants are P(Cl)(Cl)([Cl:3])=O.[I:6][C:7]1[C:8]([CH3:18])=[CH:9][CH:10]=[C:11]2[C:16]=1[N:15]=[CH:14][NH:13][C:12]2=O. No catalyst specified. The product is [Cl:3][C:12]1[C:11]2[C:16](=[C:7]([I:6])[C:8]([CH3:18])=[CH:9][CH:10]=2)[N:15]=[CH:14][N:13]=1. The yield is 0.920. (2) The reactants are [CH2:1]([C:3]([C:21]1[CH:26]=[CH:25][C:24]([OH:27])=[C:23]([CH3:28])[CH:22]=1)([C:6]1[CH:11]=[CH:10][C:9](/[CH:12]=[CH:13]/[C:14]([CH2:18][CH3:19])([OH:17])[CH2:15][CH3:16])=[C:8]([CH3:20])[CH:7]=1)[CH2:4][CH3:5])[CH3:2].C1C=CC(P(C2C=CC=CC=2)C2C=CC=CC=2)=CC=1.O[CH2:49][C@H:50]1[O:55][C:54](=[O:56])[CH2:53][CH2:52][CH2:51]1.CCOC(/N=N/C(OCC)=O)=O. The catalyst is C1COCC1. The product is [CH2:1]([C:3]([C:21]1[CH:26]=[CH:25][C:24]([O:27][CH2:49][C@H:50]2[O:55][C:54](=[O:56])[CH2:53][CH2:52][CH2:51]2)=[C:23]([CH3:28])[CH:22]=1)([C:6]1[CH:11]=[CH:10][C:9](/[CH:12]=[CH:13]/[C:14]([CH2:15][CH3:16])([OH:17])[CH2:18][CH3:19])=[C:8]([CH3:20])[CH:7]=1)[CH2:4][CH3:5])[CH3:2]. The yield is 0.0820. (3) The reactants are [C:1]1([S:7]([N:10]2[C:14]3[N:15]=[CH:16][N:17]=[C:18]([Cl:19])[C:13]=3[C:12](I)=[CH:11]2)(=[O:9])=[O:8])[CH:6]=[CH:5][CH:4]=[CH:3][CH:2]=1.[CH3:21][C:22]1[CH:27]=[CH:26][C:25](B(O)O)=[CH:24][CH:23]=1.C([O-])(O)=O.[Na+].CCO. The catalyst is Cl[Pd](Cl)([P](C1C=CC=CC=1)(C1C=CC=CC=1)C1C=CC=CC=1)[P](C1C=CC=CC=1)(C1C=CC=CC=1)C1C=CC=CC=1.O.C1(C)C=CC=CC=1. The product is [C:1]1([S:7]([N:10]2[C:14]3[N:15]=[CH:16][N:17]=[C:18]([Cl:19])[C:13]=3[C:12]([C:25]3[CH:26]=[CH:27][C:22]([CH3:21])=[CH:23][CH:24]=3)=[CH:11]2)(=[O:9])=[O:8])[CH:6]=[CH:5][CH:4]=[CH:3][CH:2]=1. The yield is 0.740. (4) The reactants are [C:1]1([C@H:13]2[C@H:17]([C:18]3[CH:23]=[CH:22][CH:21]=[C:20]([O:24]C)[CH:19]=3)[C:16](=[O:26])[NH:15][C:14]2=[O:27])[C:11]2=[C:12]3[C:7](=[CH:8][CH:9]=[CH:10]2)[CH2:6][CH2:5][CH2:4][N:3]3[CH:2]=1.B(Br)(Br)Br. The catalyst is ClCCl. The product is [C:1]1([C@H:13]2[C@H:17]([C:18]3[CH:23]=[CH:22][CH:21]=[C:20]([OH:24])[CH:19]=3)[C:16](=[O:26])[NH:15][C:14]2=[O:27])[C:11]2=[C:12]3[C:7](=[CH:8][CH:9]=[CH:10]2)[CH2:6][CH2:5][CH2:4][N:3]3[CH:2]=1. The yield is 0.630. (5) The reactants are OO.[CH3:3][S:4][C:5]1[CH:6]=[C:7]([C:11]2[S:15][C:14]([C:16]([O:18][C:19]([CH3:22])([CH3:21])[CH3:20])=[O:17])=[CH:13][CH:12]=2)[N:8]=[N:9][CH:10]=1.[O-:23]S(S([O-])=O)=O.[Na+].[Na+].C(Cl)Cl. The catalyst is C(O)(C(F)(F)F)C(F)(F)F. The product is [CH3:3][S:4]([C:5]1[CH:6]=[C:7]([C:11]2[S:15][C:14]([C:16]([O:18][C:19]([CH3:22])([CH3:21])[CH3:20])=[O:17])=[CH:13][CH:12]=2)[N:8]=[N:9][CH:10]=1)=[O:23]. The yield is 0.810.